This data is from Reaction yield outcomes from USPTO patents with 853,638 reactions. The task is: Predict the reaction yield, written as a fraction of the theoretical maximum amount of product (1.0 means a 100% yield; for example, 0.34 means a 34% yield). (1) The reactants are [OH:1][C:2]1[CH:10]=[CH:9][C:5]([C:6]([OH:8])=[O:7])=[CH:4][N:3]=1.S(=O)(=O)(O)O.O.[C:17](=O)(O)[O-].[Na+]. The catalyst is CO. The product is [OH:1][C:2]1[CH:10]=[CH:9][C:5]([C:6]([O:8][CH3:17])=[O:7])=[CH:4][N:3]=1. The yield is 0.900. (2) The reactants are [CH3:1][O:2][C:3]([C:5]1[CH:6]=[C:7]([Cl:24])[CH:8]=[C:9]2[C:14]=1[NH:13][CH:12]([C:15]1[CH:20]=[CH:19][CH:18]=[C:17](Br)[CH:16]=1)[C:11]([CH3:23])([CH3:22])[CH2:10]2)=[O:4].[CH3:25][N:26]1[CH2:31][CH2:30][NH:29][CH2:28][CH2:27]1.Cl.CN(C)CC(O)=O.C(=O)([O-])[O-].[K+].[K+]. The catalyst is CS(C)=O.[Cu]I. The product is [CH3:1][O:2][C:3]([C:5]1[CH:6]=[C:7]([Cl:24])[CH:8]=[C:9]2[C:14]=1[NH:13][CH:12]([C:15]1[CH:20]=[CH:19][CH:18]=[C:17]([N:29]3[CH2:30][CH2:31][N:26]([CH3:25])[CH2:27][CH2:28]3)[CH:16]=1)[C:11]([CH3:23])([CH3:22])[CH2:10]2)=[O:4]. The yield is 0.800. (3) The reactants are [O:1]=[C:2]1[NH:7][CH:6]2[CH:4]([CH2:5]2)[N:3]1[C:8]([O:10][CH2:11][C:12]1[CH:17]=[CH:16][CH:15]=[CH:14][CH:13]=1)=[O:9].Br[C:19]1[CH:24]=[CH:23][N:22]=[C:21]([O:25][CH3:26])[CH:20]=1.CC1(C)C2C(=C(P(C3C=CC=CC=3)C3C=CC=CC=3)C=CC=2)OC2C(P(C3C=CC=CC=3)C3C=CC=CC=3)=CC=CC1=2.C(=O)([O-])[O-].[Cs+].[Cs+]. The catalyst is C1C=CC(/C=C/C(/C=C/C2C=CC=CC=2)=O)=CC=1.C1C=CC(/C=C/C(/C=C/C2C=CC=CC=2)=O)=CC=1.C1C=CC(/C=C/C(/C=C/C2C=CC=CC=2)=O)=CC=1.[Pd].[Pd].O1CCOCC1. The product is [CH3:26][O:25][C:21]1[CH:20]=[C:19]([N:7]2[CH:6]3[CH:4]([CH2:5]3)[N:3]([C:8]([O:10][CH2:11][C:12]3[CH:17]=[CH:16][CH:15]=[CH:14][CH:13]=3)=[O:9])[C:2]2=[O:1])[CH:24]=[CH:23][N:22]=1. The yield is 0.410. (4) The reactants are C([Li])CCC.C(NC(C)C)(C)C.[Br:13][C:14]1[CH:15]=[N:16][CH:17]=[C:18]([Br:20])[CH:19]=1.[CH3:21][O:22][C:23]1[C:30]([O:31][CH3:32])=[C:29]([O:33][CH3:34])[CH:28]=[C:27]([CH3:35])[C:24]=1[CH:25]=[O:26]. The catalyst is O.C1(C)C=CC=CC=1.C(OCC)C. The product is [CH3:21][O:22][C:23]1[C:30]([O:31][CH3:32])=[C:29]([O:33][CH3:34])[CH:28]=[C:27]([CH3:35])[C:24]=1[CH:25]([C:19]1[C:18]([Br:20])=[CH:17][N:16]=[CH:15][C:14]=1[Br:13])[OH:26]. The yield is 0.310. (5) The catalyst is C(O)C. The yield is 0.500. The product is [CH2:8]([OH:9])[CH3:7].[CH2:5]1[N:6]([CH2:7][CH2:8][OH:9])[CH2:1][CH2:2][N:3]([CH2:10][CH2:11][S:12]([OH:15])(=[O:14])=[O:13])[CH2:4]1. The reactants are [CH2:1]1[N:6]([CH2:7][CH2:8][OH:9])[CH2:5][CH2:4][N:3]([CH2:10][CH2:11][S:12]([OH:15])(=[O:14])=[O:13])[CH2:2]1. (6) The reactants are CCN(CC)CC.[CH3:8][S:9](Cl)(=[O:11])=[O:10].[NH2:13][C:14]1[CH:15]=[C:16]([CH:40]=[CH:41][CH:42]=1)[CH2:17][C:18]1[C:19](=[O:39])[O:20][C:21]2[CH:31]=[C:30]([O:32][C:33](=[O:37])[N:34]([CH3:36])[CH3:35])[C:29]([Cl:38])=[CH:28][C:22]=2[C:23]=1[CH2:24][C:25](=[O:27])[NH2:26]. The catalyst is C(Cl)Cl. The product is [C:25]([CH2:24][C:23]1[C:22]2[CH:28]=[C:29]([Cl:38])[C:30]([O:32][C:33](=[O:37])[N:34]([CH3:35])[CH3:36])=[CH:31][C:21]=2[O:20][C:19](=[O:39])[C:18]=1[CH2:17][C:16]1[CH:40]=[CH:41][CH:42]=[C:14]([NH:13][S:9]([CH3:8])(=[O:11])=[O:10])[CH:15]=1)(=[O:27])[NH2:26]. The yield is 0.220. (7) The catalyst is C(Cl)(Cl)Cl. The yield is 0.330. The reactants are [F:1][C:2]([F:15])([F:14])[S:3](O[S:3]([C:2]([F:15])([F:14])[F:1])(=[O:5])=[O:4])(=[O:5])=[O:4].[N+:16]([C:19]1[CH:20]=[C:21]([CH:23]=[CH:24][CH:25]=1)[NH2:22])([O-:18])=[O:17].C(N(CC)CC)C. The product is [F:1][C:2]([F:15])([F:14])[S:3]([NH:22][C:21]1[CH:23]=[CH:24][CH:25]=[C:19]([N+:16]([O-:18])=[O:17])[CH:20]=1)(=[O:5])=[O:4]. (8) The product is [Cl:1][C:2]1[CH:7]=[CH:6][C:5]([N+:8]([O-:10])=[O:9])=[CH:4][C:3]=1[C:11]([CH3:16])([CH3:14])[C:12]#[N:13]. The yield is 0.820. The catalyst is CN(C=O)C. The reactants are [Cl:1][C:2]1[CH:7]=[CH:6][C:5]([N+:8]([O-:10])=[O:9])=[CH:4][C:3]=1[CH:11]([CH3:14])[C:12]#[N:13].I[CH3:16]. (9) The product is [NH2:37][C:38]1[N:43]=[CH:42][N:41]=[C:40]([O:44][C:45]2[CH:50]=[CH:49][C:48]([NH:51][C:52]([NH:54][C:55](=[O:64])[CH2:56][C:57]3[CH:62]=[CH:61][C:60]([F:63])=[CH:59][CH:58]=3)=[O:53])=[CH:47][C:46]=2[F:65])[CH:39]=1. The catalyst is C1COCC1. The reactants are NC1C=CC(OC2N=CN=C(N)C=2)=C(F)C=1.FC1C=CC(CC(N=C=O)=O)=CC=1.COC1C=CC(C[NH:37][C:38]2[N:43]=[CH:42][N:41]=[C:40]([O:44][C:45]3[CH:50]=[CH:49][C:48]([NH:51][C:52]([NH:54][C:55](=[O:64])[CH2:56][C:57]4[CH:62]=[CH:61][C:60]([F:63])=[CH:59][CH:58]=4)=[O:53])=[CH:47][C:46]=3[F:65])[CH:39]=2)=CC=1. The yield is 0.600.